From a dataset of Forward reaction prediction with 1.9M reactions from USPTO patents (1976-2016). Predict the product of the given reaction. (1) Given the reactants [C:1]1([C:15]2[CH:20]=[CH:19][CH:18]=[CH:17][CH:16]=2)[CH:6]=[CH:5][CH:4]=[CH:3][C:2]=1[CH:7]([NH2:14])[CH2:8][CH2:9][C:10]([O:12]C)=O.[C:21]1([C:29]2[CH:34]=[CH:33][CH:32]=[CH:31][CH:30]=2)[CH:26]=[CH:25][CH:24]=[C:23]([CH:27]=O)[CH:22]=1, predict the reaction product. The product is: [C:1]1([C:15]2[CH:16]=[CH:17][CH:18]=[CH:19][CH:20]=2)[CH:6]=[CH:5][CH:4]=[CH:3][C:2]=1[CH:7]1[N:14]([CH2:27][C:23]2[CH:22]=[C:21]([C:29]3[CH:34]=[CH:33][CH:32]=[CH:31][CH:30]=3)[CH:26]=[CH:25][CH:24]=2)[C:10](=[O:12])[CH2:9][CH2:8]1. (2) Given the reactants [CH:1]1[C:10]2[C:5](=[CH:6][CH:7]=[CH:8][CH:9]=2)[CH:4]=[CH:3][C:2]=1[O-:11].[Na+:12].C(=O)=[O:14], predict the reaction product. The product is: [OH:11][C:2]1[C:3]([O-:14])=[CH:4][C:5]2[C:10](=[CH:9][CH:8]=[CH:7][CH:6]=2)[CH:1]=1.[Na+:12].